Dataset: Cav3 T-type calcium channel HTS with 100,875 compounds. Task: Binary Classification. Given a drug SMILES string, predict its activity (active/inactive) in a high-throughput screening assay against a specified biological target. (1) The drug is S=c1n(c(n[nH]1)Cc1c2c(ccc1)cccc2)c1ccccc1. The result is 0 (inactive). (2) The drug is Brc1c(OCC(=O)N2CCc3c2cccc3)ccc(F)c1. The result is 0 (inactive).